This data is from Catalyst prediction with 721,799 reactions and 888 catalyst types from USPTO. The task is: Predict which catalyst facilitates the given reaction. (1) Reactant: [N:1]1[C:8]([NH2:9])=[N:7][C:5]([NH2:6])=[N:4][C:2]=1[NH2:3].[C:10](O[C:10](=[O:13])[CH2:11][CH3:12])(=[O:13])[CH2:11][CH3:12]. Product: [NH2:3][C:2]1[N:4]=[C:5]([NH:6][C:10](=[O:13])[CH2:11][CH3:12])[N:7]=[C:8]([NH:9][C:10](=[O:13])[CH2:11][CH3:12])[N:1]=1. The catalyst class is: 17. (2) Reactant: [NH2:1][C:2]1[CH:3]=[C:4]([CH:8]=[CH:9][C:10]=1[O:11][CH2:12][CH3:13])[C:5]([NH2:7])=[O:6].C([N:22]=[C:23]=[S:24])(=O)C1C=CC=CC=1.O. Product: [CH2:12]([O:11][C:10]1[CH:9]=[CH:8][C:4]([C:5]([NH2:7])=[O:6])=[CH:3][C:2]=1[NH:1][C:23]([NH2:22])=[S:24])[CH3:13]. The catalyst class is: 21.